This data is from Merck oncology drug combination screen with 23,052 pairs across 39 cell lines. The task is: Regression. Given two drug SMILES strings and cell line genomic features, predict the synergy score measuring deviation from expected non-interaction effect. (1) Drug 1: COc1cc(C2c3cc4c(cc3C(OC3OC5COC(C)OC5C(O)C3O)C3COC(=O)C23)OCO4)cc(OC)c1O. Drug 2: NC(=O)c1cccc2cn(-c3ccc(C4CCCNC4)cc3)nc12. Cell line: KPL1. Synergy scores: synergy=12.0. (2) Drug 2: Cn1nnc2c(C(N)=O)ncn2c1=O. Drug 1: Nc1ccn(C2OC(CO)C(O)C2(F)F)c(=O)n1. Cell line: KPL1. Synergy scores: synergy=-7.05. (3) Drug 1: Cc1nc(Nc2ncc(C(=O)Nc3c(C)cccc3Cl)s2)cc(N2CCN(CCO)CC2)n1. Drug 2: CC1(c2nc3c(C(N)=O)cccc3[nH]2)CCCN1. Cell line: PA1. Synergy scores: synergy=0.0221. (4) Drug 1: CS(=O)(=O)CCNCc1ccc(-c2ccc3ncnc(Nc4ccc(OCc5cccc(F)c5)c(Cl)c4)c3c2)o1. Drug 2: Cn1cc(-c2cnn3c(N)c(Br)c(C4CCCNC4)nc23)cn1. Cell line: MDAMB436. Synergy scores: synergy=7.80. (5) Drug 1: COc1cccc2c1C(=O)c1c(O)c3c(c(O)c1C2=O)CC(O)(C(=O)CO)CC3OC1CC(N)C(O)C(C)O1. Drug 2: COC1CC2CCC(C)C(O)(O2)C(=O)C(=O)N2CCCCC2C(=O)OC(C(C)CC2CCC(OP(C)(C)=O)C(OC)C2)CC(=O)C(C)C=C(C)C(O)C(OC)C(=O)C(C)CC(C)C=CC=CC=C1C. Cell line: SW837. Synergy scores: synergy=10.8. (6) Drug 1: CCC1(O)C(=O)OCc2c1cc1n(c2=O)Cc2cc3c(CN(C)C)c(O)ccc3nc2-1. Drug 2: CNC(=O)c1cc(Oc2ccc(NC(=O)Nc3ccc(Cl)c(C(F)(F)F)c3)cc2)ccn1. Cell line: SW620. Synergy scores: synergy=1.68. (7) Drug 1: O=S1(=O)NC2(CN1CC(F)(F)F)C1CCC2Cc2cc(C=CCN3CCC(C(F)(F)F)CC3)ccc2C1. Drug 2: COC1=C2CC(C)CC(OC)C(O)C(C)C=C(C)C(OC(N)=O)C(OC)C=CC=C(C)C(=O)NC(=CC1=O)C2=O. Cell line: MDAMB436. Synergy scores: synergy=2.66.